From a dataset of Catalyst prediction with 721,799 reactions and 888 catalyst types from USPTO. Predict which catalyst facilitates the given reaction. (1) Reactant: Br[C:2]1[C:7]([F:8])=[CH:6][C:5]([Br:9])=[CH:4][N:3]=1.[CH3:10][O:11][C:12]1[CH:17]=[CH:16][C:15](B(O)O)=[CH:14][CH:13]=1.C([O-])([O-])=O.[Na+].[Na+]. Product: [Br:9][C:5]1[CH:6]=[C:7]([F:8])[C:2]([C:15]2[CH:16]=[CH:17][C:12]([O:11][CH3:10])=[CH:13][CH:14]=2)=[N:3][CH:4]=1. The catalyst class is: 108. (2) Reactant: [Br:1][C:2]1[CH:7]=[CH:6][C:5]([C@H:8]([C@H:16]([OH:23])[C:17]2[CH:22]=[CH:21][CH:20]=[CH:19][CH:18]=2)[CH2:9][NH:10][C:11](=O)OCC)=[CH:4][C:3]=1[Cl:24].Cl.CO.C(O)C. Product: [Br:1][C:2]1[CH:7]=[CH:6][C:5]([C@@H:8]([CH2:9][NH:10][CH3:11])[C@@H:16]([C:17]2[CH:22]=[CH:21][CH:20]=[CH:19][CH:18]=2)[OH:23])=[CH:4][C:3]=1[Cl:24]. The catalyst class is: 523. (3) Reactant: C([N:8]1[CH2:13][CH2:12][C:11]2[NH:14][N:15]=[C:16]([C:17]3[NH:18][C:19]4[C:20]([N:33]=3)=[CH:21][C:22]3[C:23]([CH3:32])([CH3:31])[C:24](=[O:30])[N:25]([CH2:28][CH3:29])[C:26]=3[CH:27]=4)[C:10]=2[CH2:9]1)C1C=CC=CC=1. Product: [CH2:28]([N:25]1[C:26]2[CH:27]=[C:19]3[NH:18][C:17]([C:16]4[C:10]5[CH2:9][NH:8][CH2:13][CH2:12][C:11]=5[NH:14][N:15]=4)=[N:33][C:20]3=[CH:21][C:22]=2[C:23]([CH3:32])([CH3:31])[C:24]1=[O:30])[CH3:29]. The catalyst class is: 541.